Dataset: Catalyst prediction with 721,799 reactions and 888 catalyst types from USPTO. Task: Predict which catalyst facilitates the given reaction. (1) The catalyst class is: 127. Product: [CH3:25][C:10]([S:21]([CH3:24])(=[O:23])=[O:22])([CH2:9][CH2:8][C:5]1[CH:6]=[CH:7][C:2]([C:27]2[CH:32]=[CH:31][CH:30]=[CH:29][CH:28]=2)=[CH:3][C:4]=1[CH3:26])[C:11]([NH:13][O:14][CH:15]1[CH2:20][CH2:19][CH2:18][CH2:17][O:16]1)=[O:12]. Reactant: Br[C:2]1[CH:7]=[CH:6][C:5]([CH2:8][CH2:9][C:10]([CH3:25])([S:21]([CH3:24])(=[O:23])=[O:22])[C:11]([NH:13][O:14][CH:15]2[CH2:20][CH2:19][CH2:18][CH2:17][O:16]2)=[O:12])=[C:4]([CH3:26])[CH:3]=1.[C:27]1(B(O)O)[CH:32]=[CH:31][CH:30]=[CH:29][CH:28]=1.C(=O)([O-])[O-].[Na+].[Na+].BrC1C=CC(CCC(C)(S(C)(=O)=O)C(O)=O)=CC=1.Cl. (2) Reactant: Br[C:2]1[CH:3]=[CH:4][C:5]([C:8]2[CH:13]=[CH:12][CH:11]=[C:10]([O:14][CH3:15])[CH:9]=2)=[N:6][CH:7]=1.[NH2:16][C:17]1[CH:27]=[CH:26][CH:25]=[CH:24][C:18]=1[C:19]([O:21][CH2:22][CH3:23])=[O:20].C1C=CC(P(C2C(C3C(P(C4C=CC=CC=4)C4C=CC=CC=4)=CC=C4C=3C=CC=C4)=C3C(C=CC=C3)=CC=2)C2C=CC=CC=2)=CC=1.CC([O-])(C)C.[Na+]. Product: [CH3:7][CH2:2][CH2:3][CH2:4][CH2:5][CH3:8].[C:19]([O:21][CH2:22][CH3:23])(=[O:20])[CH3:18].[CH3:15][O:14][C:10]1[CH:9]=[C:8]([C:5]2[N:6]=[CH:7][C:2]([NH:16][C:17]3[CH:27]=[CH:26][CH:25]=[CH:24][C:18]=3[C:19]([OH:21])=[O:20])=[CH:3][CH:4]=2)[CH:13]=[CH:12][CH:11]=1. The catalyst class is: 101. (3) Reactant: [C:1]([C:5]1[CH:6]=[C:7]([OH:15])[CH:8]=[C:9]([C:11]([CH3:14])([CH3:13])[CH3:12])[CH:10]=1)([CH3:4])([CH3:3])[CH3:2].C(N(CC)CC)C.[CH2:23]([S:25](Cl)(=[O:27])=[O:26])[CH3:24]. Product: [CH2:23]([S:25]([O:15][C:7]1[CH:6]=[C:5]([C:1]([CH3:4])([CH3:3])[CH3:2])[CH:10]=[C:9]([C:11]([CH3:14])([CH3:13])[CH3:12])[CH:8]=1)(=[O:27])=[O:26])[CH3:24]. The catalyst class is: 11. (4) Reactant: [C:1]12[C:7](=[CH:8][CH:9]=[CH:10][CH:11]=1)[NH:6]C(=O)[O:4][C:2]2=O.[Cl:13][C:14]1[CH:19]=[CH:18][C:17]([CH:20]([NH2:22])[CH3:21])=[CH:16][CH:15]=1.C(N(C(C)C)CC)(C)C. Product: [NH2:6][C:7]1[CH:8]=[CH:9][CH:10]=[CH:11][C:1]=1[C:2]([NH:22][CH:20]([C:17]1[CH:18]=[CH:19][C:14]([Cl:13])=[CH:15][CH:16]=1)[CH3:21])=[O:4]. The catalyst class is: 91. (5) Reactant: [C:1]([O:5][C:6]([NH:8][CH2:9][CH2:10][O:11][C:12]1[CH:13]=[C:14]([CH:17]=[CH:18][C:19]=1I)[C:15]#[N:16])=[O:7])([CH3:4])([CH3:3])[CH3:2].C(N(CC)CC)C.[CH3:28][OH:29].[C]=O.CN(C)[CH:34]=[O:35]. Product: [C:1]([O:5][C:6]([NH:8][CH2:9][CH2:10][O:11][C:12]1[CH:13]=[C:14]([C:15]#[N:16])[CH:17]=[CH:18][C:19]=1[C:28]([O:35][CH3:34])=[O:29])=[O:7])([CH3:4])([CH3:3])[CH3:2]. The catalyst class is: 167. (6) Reactant: [NH:1]1[CH2:6][CH2:5][CH:4]([OH:7])[CH2:3][CH2:2]1.Cl[C:9]1[N:14]=[CH:13][C:12]([CH2:15][CH2:16][CH3:17])=[CH:11][N:10]=1.C(=O)([O-])[O-].[K+].[K+]. Product: [CH2:15]([C:12]1[CH:11]=[N:10][C:9]([N:1]2[CH2:6][CH2:5][CH:4]([OH:7])[CH2:3][CH2:2]2)=[N:14][CH:13]=1)[CH2:16][CH3:17]. The catalyst class is: 31.